Task: Regression. Given two drug SMILES strings and cell line genomic features, predict the synergy score measuring deviation from expected non-interaction effect.. Dataset: NCI-60 drug combinations with 297,098 pairs across 59 cell lines (1) Drug 1: C1CN1C2=NC(=NC(=N2)N3CC3)N4CC4. Drug 2: CC1C(C(CC(O1)OC2CC(CC3=C2C(=C4C(=C3O)C(=O)C5=C(C4=O)C(=CC=C5)OC)O)(C(=O)CO)O)N)O.Cl. Cell line: SK-MEL-28. Synergy scores: CSS=35.8, Synergy_ZIP=-6.88, Synergy_Bliss=-4.61, Synergy_Loewe=-2.83, Synergy_HSA=-0.826. (2) Drug 1: C1=NC(=NC(=O)N1C2C(C(C(O2)CO)O)O)N. Drug 2: CCC1(CC2CC(C3=C(CCN(C2)C1)C4=CC=CC=C4N3)(C5=C(C=C6C(=C5)C78CCN9C7C(C=CC9)(C(C(C8N6C)(C(=O)OC)O)OC(=O)C)CC)OC)C(=O)OC)O.OS(=O)(=O)O. Cell line: SF-539. Synergy scores: CSS=8.45, Synergy_ZIP=-2.71, Synergy_Bliss=-2.27, Synergy_Loewe=-0.800, Synergy_HSA=-0.0667. (3) Drug 1: CN1C(=O)N2C=NC(=C2N=N1)C(=O)N. Drug 2: C(CN)CNCCSP(=O)(O)O. Cell line: TK-10. Synergy scores: CSS=5.90, Synergy_ZIP=0.310, Synergy_Bliss=3.26, Synergy_Loewe=-1.68, Synergy_HSA=0.762.